From a dataset of Reaction yield outcomes from USPTO patents with 853,638 reactions. Predict the reaction yield, written as a fraction of the theoretical maximum amount of product (1.0 means a 100% yield; for example, 0.34 means a 34% yield). (1) The reactants are [F:1][C:2]([F:18])([F:17])[C:3]1[CH:4]=[C:5]2[C:9](=[CH:10][CH:11]=1)[NH:8][CH:7]=[C:6]2[CH2:12][C:13]([O:15]C)=[O:14].CO.C1COCC1.[Li+].[OH-]. The yield is 0.990. The catalyst is O.C(OCC)(=O)C. The product is [F:18][C:2]([F:1])([F:17])[C:3]1[CH:4]=[C:5]2[C:9](=[CH:10][CH:11]=1)[NH:8][CH:7]=[C:6]2[CH2:12][C:13]([OH:15])=[O:14]. (2) The reactants are [N:1]([CH2:4][C@@H:5]1[O:9][C:8](=[O:10])[N:7]([C:11]2[CH:16]=[CH:15][C:14]([O:17][CH2:18][C:19]3[CH:24]=[CH:23][CH:22]=[CH:21][CH:20]=3)=[C:13]([F:25])[CH:12]=2)[CH2:6]1)=[N+:2]=[N-:3].[CH:26]12CC(C=C1)C=[CH:27]2. The catalyst is O1CCOCC1. The product is [CH2:18]([O:17][C:14]1[CH:15]=[CH:16][C:11]([N:7]2[CH2:6][C@H:5]([CH2:4][N:1]3[CH:27]=[CH:26][N:3]=[N:2]3)[O:9][C:8]2=[O:10])=[CH:12][C:13]=1[F:25])[C:19]1[CH:20]=[CH:21][CH:22]=[CH:23][CH:24]=1. The yield is 0.840. (3) The product is [F:11][C:10]1[CH:9]=[C:8]([NH:12][S:13]([CH3:16])(=[O:15])=[O:14])[C:7]([CH3:17])=[CH:6][C:5]=1[C@H:3]([NH:2][C:33]([C@H:28]1[CH2:27][CH2:26][C:25]2[N:24]=[C:23]([C:20]([CH3:22])([CH3:21])[C:19]([F:37])([F:36])[F:18])[CH:32]=[CH:31][C:30]=2[CH2:29]1)=[O:34])[CH3:4]. The yield is 0.850. The reactants are Cl.[NH2:2][C@@H:3]([C:5]1[C:10]([F:11])=[CH:9][C:8]([NH:12][S:13]([CH3:16])(=[O:15])=[O:14])=[C:7]([CH3:17])[CH:6]=1)[CH3:4].[F:18][C:19]([F:37])([F:36])[C:20]([C:23]1[CH:32]=[CH:31][C:30]2[CH2:29][C@@H:28]([C:33](O)=[O:34])[CH2:27][CH2:26][C:25]=2[N:24]=1)([CH3:22])[CH3:21].C(N(CC)C(C)C)(C)C.F[P-](F)(F)(F)(F)F.C[N+](C)=C(N(C)C)ON1C2N=CC=CC=2N=N1. The catalyst is CN1CCCC1=O. (4) The reactants are [CH3:1][O:2][CH2:3][CH2:4][O:5][CH2:6][CH2:7][O:8][CH2:9][CH2:10][O:11][CH2:12][CH2:13][CH2:14][CH2:15][CH2:16][CH2:17][CH2:18][CH2:19][CH2:20][CH2:21][CH2:22][S:23]C(=O)C.Cl. No catalyst specified. The product is [CH3:1][O:2][CH2:3][CH2:4][O:5][CH2:6][CH2:7][O:8][CH2:9][CH2:10][O:11][CH2:12][CH2:13][CH2:14][CH2:15][CH2:16][CH2:17][CH2:18][CH2:19][CH2:20][CH2:21][CH2:22][SH:23]. The yield is 0.980.